From a dataset of NCI-60 drug combinations with 297,098 pairs across 59 cell lines. Regression. Given two drug SMILES strings and cell line genomic features, predict the synergy score measuring deviation from expected non-interaction effect. (1) Drug 1: C1C(C(OC1N2C=NC3=C(N=C(N=C32)Cl)N)CO)O. Drug 2: C1=CC=C(C=C1)NC(=O)CCCCCCC(=O)NO. Cell line: SK-MEL-5. Synergy scores: CSS=40.4, Synergy_ZIP=-1.22, Synergy_Bliss=3.15, Synergy_Loewe=-6.31, Synergy_HSA=0.846. (2) Drug 1: CN1CCC(CC1)COC2=C(C=C3C(=C2)N=CN=C3NC4=C(C=C(C=C4)Br)F)OC. Drug 2: CN1C2=C(C=C(C=C2)N(CCCl)CCCl)N=C1CCCC(=O)O.Cl. Cell line: OVCAR-4. Synergy scores: CSS=9.97, Synergy_ZIP=-1.74, Synergy_Bliss=3.26, Synergy_Loewe=-5.88, Synergy_HSA=0.512.